This data is from Catalyst prediction with 721,799 reactions and 888 catalyst types from USPTO. The task is: Predict which catalyst facilitates the given reaction. (1) Reactant: [CH3:1][O:2][C:3]1[CH:8]=[CH:7][C:6]([C:9]2[N:13]3[N:14]=[C:15]([NH:22][C:23]4[CH:28]=[CH:27][C:26]([NH2:29])=[CH:25][CH:24]=4)[C:16]4[C:21]([C:12]3=[N:11][N:10]=2)=[CH:20][CH:19]=[CH:18][CH:17]=4)=[CH:5][CH:4]=1.CN(C1C=CC=CN=1)C.[N:39]1([C:45]2[CH:53]=[CH:52][C:48]([C:49](Cl)=[O:50])=[CH:47][CH:46]=2)[CH2:44][CH2:43][O:42][CH2:41][CH2:40]1. Product: [CH3:1][O:2][C:3]1[CH:8]=[CH:7][C:6]([C:9]2[N:13]3[N:14]=[C:15]([NH:22][C:23]4[CH:24]=[CH:25][C:26]([NH:29][C:49](=[O:50])[C:48]5[CH:47]=[CH:46][C:45]([N:39]6[CH2:44][CH2:43][O:42][CH2:41][CH2:40]6)=[CH:53][CH:52]=5)=[CH:27][CH:28]=4)[C:16]4[C:21]([C:12]3=[N:11][N:10]=2)=[CH:20][CH:19]=[CH:18][CH:17]=4)=[CH:5][CH:4]=1. The catalyst class is: 11. (2) Reactant: O.O.[Sn](Cl)Cl.[I:6][C:7]1[CH:15]=[CH:14][C:13]([N+:16]([O-])=O)=[CH:12][C:8]=1[C:9]([NH2:11])=[O:10]. Product: [NH2:16][C:13]1[CH:14]=[CH:15][C:7]([I:6])=[C:8]([CH:12]=1)[C:9]([NH2:11])=[O:10]. The catalyst class is: 3.